From a dataset of Forward reaction prediction with 1.9M reactions from USPTO patents (1976-2016). Predict the product of the given reaction. (1) Given the reactants [C:1]([OH:13])(=O)[CH2:2][CH2:3][CH2:4][CH2:5][CH2:6][CH2:7][CH2:8][CH2:9][CH:10]=[CH2:11].C(Cl)(C([Cl:18])=O)=O, predict the reaction product. The product is: [C:1]([Cl:18])(=[O:13])[CH2:2][CH2:3][CH2:4][CH2:5][CH2:6][CH2:7][CH2:8][CH2:9][CH:10]=[CH2:11]. (2) Given the reactants [C:1]([C:3]1([C:6]([NH:8][C:9]2[CH:14]=[CH:13][CH:12]=[C:11]([C:15]3[CH:20]=[CH:19][CH:18]=[CH:17][CH:16]=3)[C:10]=2[C:21]([NH2:23])=[O:22])=O)[CH2:5][CH2:4]1)#[N:2].C([O-])([O-])=O.[Na+].[Na+], predict the reaction product. The product is: [O:22]=[C:21]1[C:10]2[C:9](=[CH:14][CH:13]=[CH:12][C:11]=2[C:15]2[CH:20]=[CH:19][CH:18]=[CH:17][CH:16]=2)[N:8]=[C:6]([C:3]2([C:1]#[N:2])[CH2:5][CH2:4]2)[NH:23]1. (3) Given the reactants [Br:1][C:2]1[CH:7]=[CH:6][C:5]([OH:8])=[CH:4][C:3]=1[CH3:9].[C:10]([O:14][C:15]([N:17]1[CH2:22][CH2:21][CH:20]([C:23]2[CH:28]=[CH:27][C:26]([CH2:29]O)=[CH:25][CH:24]=2)[CH2:19][CH2:18]1)=[O:16])([CH3:13])([CH3:12])[CH3:11], predict the reaction product. The product is: [C:10]([O:14][C:15]([N:17]1[CH2:22][CH2:21][CH:20]([C:23]2[CH:28]=[CH:27][C:26]([CH2:29][O:8][C:5]3[CH:6]=[CH:7][C:2]([Br:1])=[C:3]([CH3:9])[CH:4]=3)=[CH:25][CH:24]=2)[CH2:19][CH2:18]1)=[O:16])([CH3:13])([CH3:12])[CH3:11]. (4) Given the reactants [CH3:1][C:2]1[CH:3]=[C:4]([N:17]2[CH2:21][CH2:20][N:19]([CH2:22][C:23]3[CH:28]=[CH:27][C:26]([NH:29]C(=O)OCCCC)=[CH:25][CH:24]=3)[C:18]2=[O:37])[S:5][C:6]=1[C:7](=[O:16])[NH:8][CH2:9][C:10]1[CH:11]=[N:12][CH:13]=[CH:14][CH:15]=1.FC(F)(F)C(O)=O, predict the reaction product. The product is: [NH2:29][C:26]1[CH:25]=[CH:24][C:23]([CH2:22][N:19]2[CH2:20][CH2:21][N:17]([C:4]3[S:5][C:6]([C:7]([NH:8][CH2:9][C:10]4[CH:11]=[N:12][CH:13]=[CH:14][CH:15]=4)=[O:16])=[C:2]([CH3:1])[CH:3]=3)[C:18]2=[O:37])=[CH:28][CH:27]=1. (5) Given the reactants [CH3:1][O:2][C:3](=[O:12])[CH2:4][C:5]1[CH:10]=[CH:9][C:8](I)=[CH:7][CH:6]=1.[CH:13]1(B(O)O)[CH2:15][CH2:14]1.P([O-])([O-])([O-])=O.[K+].[K+].[K+].C1(P(C2CCCCC2)C2CCCCC2)CCCCC1, predict the reaction product. The product is: [CH3:1][O:2][C:3](=[O:12])[CH2:4][C:5]1[CH:10]=[CH:9][C:8]([CH:13]2[CH2:15][CH2:14]2)=[CH:7][CH:6]=1.